From a dataset of Reaction yield outcomes from USPTO patents with 853,638 reactions. Predict the reaction yield, written as a fraction of the theoretical maximum amount of product (1.0 means a 100% yield; for example, 0.34 means a 34% yield). The catalyst is [C].[Pd].CO. The reactants are [NH2:1][C:2]1[C:7]([O:8][C:9]2[CH:14]=[CH:13][C:12]([F:15])=[CH:11][C:10]=2[F:16])=[CH:6][C:5]([C:17]#[C:18][CH2:19][CH2:20][O:21][CH3:22])=[CH:4][N:3]=1. The yield is 1.00. The product is [NH2:1][C:2]1[C:7]([O:8][C:9]2[CH:14]=[CH:13][C:12]([F:15])=[CH:11][C:10]=2[F:16])=[CH:6][C:5]([CH2:17][CH2:18][CH2:19][CH2:20][O:21][CH3:22])=[CH:4][N:3]=1.